From a dataset of CYP2D6 inhibition data for predicting drug metabolism from PubChem BioAssay. Regression/Classification. Given a drug SMILES string, predict its absorption, distribution, metabolism, or excretion properties. Task type varies by dataset: regression for continuous measurements (e.g., permeability, clearance, half-life) or binary classification for categorical outcomes (e.g., BBB penetration, CYP inhibition). Dataset: cyp2d6_veith. (1) The result is 0 (non-inhibitor). The drug is C/C(=N/NC(=O)Cc1cccn1C)c1ccccc1. (2) The compound is C[C@@H]([C@H](O)c1ccc(O)cc1)N1CCC(Cc2ccccc2)CC1.C[C@@H]([C@H](O)c1ccc(O)cc1)N1CCC(Cc2ccccc2)CC1.O=C(O)[C@@H](O)[C@@H](O)C(=O)O. The result is 1 (inhibitor). (3) The molecule is Cc1c(N(C)C)c(=O)n(-c2ccccc2)n1C. The result is 0 (non-inhibitor). (4) The molecule is C[N+](C)(N)Cc1csc(-c2ccc(Cl)cc2)n1. The result is 0 (non-inhibitor). (5) The molecule is O=C(NC(=S)Nc1ccc(C(=O)N2CCOCC2)cc1)c1ccc([N+](=O)[O-])cc1. The result is 0 (non-inhibitor). (6) The molecule is COC(=O)[C@@]1(Cc2ccccc2)[C@@H]2C(=CC(=O)[C@H]2CC(=O)C(=O)N(C)C)CN1C(=O)c1ccccc1. The result is 0 (non-inhibitor).